From a dataset of NCI-60 drug combinations with 297,098 pairs across 59 cell lines. Regression. Given two drug SMILES strings and cell line genomic features, predict the synergy score measuring deviation from expected non-interaction effect. (1) Drug 1: C1=C(C(=O)NC(=O)N1)N(CCCl)CCCl. Drug 2: CCC1(CC2CC(C3=C(CCN(C2)C1)C4=CC=CC=C4N3)(C5=C(C=C6C(=C5)C78CCN9C7C(C=CC9)(C(C(C8N6C)(C(=O)OC)O)OC(=O)C)CC)OC)C(=O)OC)O.OS(=O)(=O)O. Cell line: OVCAR-5. Synergy scores: CSS=15.6, Synergy_ZIP=-2.22, Synergy_Bliss=1.74, Synergy_Loewe=-11.1, Synergy_HSA=2.67. (2) Drug 1: C1CCC(CC1)NC(=O)N(CCCl)N=O. Drug 2: CS(=O)(=O)CCNCC1=CC=C(O1)C2=CC3=C(C=C2)N=CN=C3NC4=CC(=C(C=C4)OCC5=CC(=CC=C5)F)Cl. Cell line: M14. Synergy scores: CSS=7.79, Synergy_ZIP=0.938, Synergy_Bliss=6.61, Synergy_Loewe=2.81, Synergy_HSA=3.23. (3) Drug 1: CC(C)(C#N)C1=CC(=CC(=C1)CN2C=NC=N2)C(C)(C)C#N. Drug 2: CC(C)NC(=O)C1=CC=C(C=C1)CNNC.Cl. Cell line: COLO 205. Synergy scores: CSS=-9.84, Synergy_ZIP=8.45, Synergy_Bliss=6.05, Synergy_Loewe=-3.73, Synergy_HSA=-4.23.